From a dataset of Reaction yield outcomes from USPTO patents with 853,638 reactions. Predict the reaction yield, written as a fraction of the theoretical maximum amount of product (1.0 means a 100% yield; for example, 0.34 means a 34% yield). (1) The reactants are I[C:2]1([O:9][CH3:10])[CH:7]=[C:6]([OH:8])[CH:5]=[CH:4][CH2:3]1.[O:11]1[CH:15]=[CH:14][CH:13]=[C:12]1[C:16]#[C:17][C:18]([C:20]1[CH:25]=[C:24]([O:26][CH3:27])[C:23]([O:28][CH3:29])=[C:22]([O:30][CH3:31])[CH:21]=1)=[O:19].[Li+].[Cl-].C([O-])([O-])=O.[Na+].[Na+]. The catalyst is CN(C=O)C. The product is [O:11]1[CH:15]=[CH:14][CH:13]=[C:12]1[C:16]1[O:8][C:6]2[CH:7]=[C:2]([O:9][CH3:10])[CH:3]=[CH:4][C:5]=2[C:17]=1[C:18](=[O:19])[C:20]1[CH:25]=[C:24]([O:26][CH3:27])[C:23]([O:28][CH3:29])=[C:22]([O:30][CH3:31])[CH:21]=1. The yield is 0.120. (2) The reactants are [C:1]([O:5][C:6]([NH:8][C@@H:9]1[CH2:14][CH2:13][C@H:12]([C:15]([OH:17])=O)[CH2:11][CH2:10]1)=[O:7])([CH3:4])([CH3:3])[CH3:2].C(N1C=CN=C1)(N1C=CN=C1)=O.C(=O)=O.[CH:33]([NH2:36])([CH3:35])[CH3:34]. The catalyst is CN(C=O)C.O. The product is [CH:33]([NH:36][C:15]([C@@H:12]1[CH2:11][CH2:10][C@H:9]([NH:8][C:6](=[O:7])[O:5][C:1]([CH3:2])([CH3:3])[CH3:4])[CH2:14][CH2:13]1)=[O:17])([CH3:35])[CH3:34]. The yield is 0.610.